From a dataset of NCI-60 drug combinations with 297,098 pairs across 59 cell lines. Regression. Given two drug SMILES strings and cell line genomic features, predict the synergy score measuring deviation from expected non-interaction effect. (1) Drug 1: C1CNP(=O)(OC1)N(CCCl)CCCl. Drug 2: CCC1(C2=C(COC1=O)C(=O)N3CC4=CC5=C(C=CC(=C5CN(C)C)O)N=C4C3=C2)O.Cl. Cell line: KM12. Synergy scores: CSS=-6.52, Synergy_ZIP=-5.54, Synergy_Bliss=-19.3, Synergy_Loewe=-69.9, Synergy_HSA=-24.3. (2) Cell line: SK-MEL-28. Synergy scores: CSS=48.1, Synergy_ZIP=0.767, Synergy_Bliss=0.760, Synergy_Loewe=-21.0, Synergy_HSA=-0.856. Drug 1: CC1=C(C=C(C=C1)NC(=O)C2=CC=C(C=C2)CN3CCN(CC3)C)NC4=NC=CC(=N4)C5=CN=CC=C5. Drug 2: CCCCC(=O)OCC(=O)C1(CC(C2=C(C1)C(=C3C(=C2O)C(=O)C4=C(C3=O)C=CC=C4OC)O)OC5CC(C(C(O5)C)O)NC(=O)C(F)(F)F)O.